Dataset: Forward reaction prediction with 1.9M reactions from USPTO patents (1976-2016). Task: Predict the product of the given reaction. Given the reactants [F:1][C:2]([F:46])([F:45])[C:3]1[CH:4]=[C:5]([C@H:13]2[O:17][C:16](=[O:18])[N:15]([CH2:19][C:20]3[C:21]([N:30]([CH2:42][CH3:43])[CH:31]4[CH2:36][CH2:35][N:34]([CH2:37][C:38]([O:40]C)=[O:39])[CH2:33][CH2:32]4)=[N:22][CH:23]=[C:24]([C:26]([F:29])([F:28])[F:27])[CH:25]=3)[C@H:14]2[CH3:44])[CH:6]=[C:7]([C:9]([F:12])([F:11])[F:10])[CH:8]=1.[Li+].[OH-].Cl, predict the reaction product. The product is: [F:12][C:9]([F:10])([F:11])[C:7]1[CH:6]=[C:5]([C@H:13]2[O:17][C:16](=[O:18])[N:15]([CH2:19][C:20]3[C:21]([N:30]([CH2:42][CH3:43])[CH:31]4[CH2:36][CH2:35][N:34]([CH2:37][C:38]([OH:40])=[O:39])[CH2:33][CH2:32]4)=[N:22][CH:23]=[C:24]([C:26]([F:29])([F:27])[F:28])[CH:25]=3)[C@H:14]2[CH3:44])[CH:4]=[C:3]([C:2]([F:46])([F:45])[F:1])[CH:8]=1.